Dataset: Full USPTO retrosynthesis dataset with 1.9M reactions from patents (1976-2016). Task: Predict the reactants needed to synthesize the given product. (1) Given the product [CH3:9][C:10]1[CH:11]=[C:12]([C:2]2[N:3]=[CH:4][C:5]([NH2:8])=[N:6][CH:7]=2)[CH:13]=[CH:14][C:15]=1[CH3:16], predict the reactants needed to synthesize it. The reactants are: Br[C:2]1[N:3]=[CH:4][C:5]([NH2:8])=[N:6][CH:7]=1.[CH3:9][C:10]1[CH:11]=[C:12](B(O)O)[CH:13]=[CH:14][C:15]=1[CH3:16].C(=O)([O-])[O-].[Na+].[Na+]. (2) Given the product [C:12]([O:11][CH2:9][CH3:10])(=[O:16])/[CH:13]=[CH:14]\[C:1]#[C:2][CH2:3][CH2:4][CH2:5][CH2:6][CH2:7][CH3:8], predict the reactants needed to synthesize it. The reactants are: [CH:1]#[C:2][CH2:3][CH2:4][CH2:5][CH2:6][CH2:7][CH3:8].[CH2:9]([O:11][C:12](=[O:16])/[CH:13]=[CH:14]\I)[CH3:10]. (3) Given the product [Cl:7][C:8]1[CH:9]=[CH:10][C:11]([S:16][CH2:17][CH3:18])=[C:12]([CH2:13][NH2:14])[CH:15]=1, predict the reactants needed to synthesize it. The reactants are: [H-].[Al+3].[Li+].[H-].[H-].[H-].[Cl:7][C:8]1[CH:9]=[CH:10][C:11]([S:16][CH2:17][CH3:18])=[C:12]([CH:15]=1)[C:13]#[N:14].O. (4) Given the product [C:10]([C:13]1[CH:14]=[C:15]([C:30]([N:3]([CH3:4])[CH3:1])=[O:32])[CH:16]=[C:17]2[C:22]=1[O:21][C:20]([N:23]1[CH2:28][CH2:27][O:26][CH2:25][CH2:24]1)=[CH:19][C:18]2=[O:29])(=[O:12])[CH3:11], predict the reactants needed to synthesize it. The reactants are: [CH2:1]([N:3](C(C)C)[CH:4](C)C)C.[C:10]([C:13]1[CH:14]=[C:15]([C:30]([OH:32])=O)[CH:16]=[C:17]2[C:22]=1[O:21][C:20]([N:23]1[CH2:28][CH2:27][O:26][CH2:25][CH2:24]1)=[CH:19][C:18]2=[O:29])(=[O:12])[CH3:11].Cl.CNC. (5) Given the product [CH2:1]([O:8][C:9](=[O:19])[NH:10][CH2:11][C@H:12]([NH:18][C:33](=[O:34])[CH2:32][C:29]1[NH:28][C:27]2[CH:26]=[CH:25][CH:24]=[C:23]([C:22]([F:36])([F:37])[F:21])[C:31]=2[N:30]=1)[C@@H:13]([OH:17])[C:14]#[C:15][CH3:16])[C:2]1[CH:3]=[CH:4][CH:5]=[CH:6][CH:7]=1, predict the reactants needed to synthesize it. The reactants are: [CH2:1]([O:8][C:9](=[O:19])[NH:10][CH2:11][C@H:12]([NH2:18])[C@@H:13]([OH:17])[C:14]#[C:15][CH3:16])[C:2]1[CH:7]=[CH:6][CH:5]=[CH:4][CH:3]=1.[Li].[F:21][C:22]([F:37])([F:36])[C:23]1[C:31]2[N:30]=[C:29]([CH2:32][C:33](O)=[O:34])[NH:28][C:27]=2[CH:26]=[CH:25][CH:24]=1.C(N(CC)C(C)C)(C)C.CN(C(ON1N=NC2C=CC=NC1=2)=[N+](C)C)C.F[P-](F)(F)(F)(F)F. (6) Given the product [N:1]1([C:6]2[CH:11]=[CH:10][C:9]([CH:12]3[CH2:17][CH2:16][CH:15]([N:19]4[CH2:22][CH:21]([NH:23][C:24]([CH2:26][NH:27][C:28](=[O:39])[C:29]5[CH:34]=[CH:33][CH:32]=[C:31]([C:35]([F:38])([F:36])[F:37])[CH:30]=5)=[O:25])[CH2:20]4)[CH2:14][CH2:13]3)=[CH:8][CH:7]=2)[CH2:5][CH2:4][CH2:3][CH2:2]1, predict the reactants needed to synthesize it. The reactants are: [N:1]1([C:6]2[CH:11]=[CH:10][C:9]([CH:12]3[CH2:17][CH2:16][C:15](=O)[CH2:14][CH2:13]3)=[CH:8][CH:7]=2)[CH2:5][CH2:4][CH2:3][CH2:2]1.[NH:19]1[CH2:22][CH:21]([NH:23][C:24]([CH2:26][NH:27][C:28](=[O:39])[C:29]2[CH:34]=[CH:33][CH:32]=[C:31]([C:35]([F:38])([F:37])[F:36])[CH:30]=2)=[O:25])[CH2:20]1. (7) Given the product [C:1]([C:3]([NH:27][C:28](=[O:40])[C:29]1[CH:34]=[CH:33][C:32]([O:35][C:36]([F:39])([F:38])[F:37])=[CH:31][CH:30]=1)([CH3:26])[CH2:4][O:5][C:6]1[CH:11]=[CH:10][C:9]2[CH2:12][O:13][B:14]([OH:18])[C:8]=2[C:7]=1[CH2:23][CH2:24][CH3:25])#[N:2], predict the reactants needed to synthesize it. The reactants are: [C:1]([C:3]([NH:27][C:28](=[O:40])[C:29]1[CH:34]=[CH:33][C:32]([O:35][C:36]([F:39])([F:38])[F:37])=[CH:31][CH:30]=1)([CH3:26])[CH2:4][O:5][C:6]1[CH:11]=[CH:10][C:9]([CH:12]=[O:13])=[C:8]([B:14]2[O:18]C(C)(C)C(C)(C)O2)[C:7]=1[CH2:23][CH2:24][CH3:25])#[N:2].[BH4-].[Na+]. (8) Given the product [CH3:1][C:2]1[CH:13]=[CH:12][C:5]2[CH:6]=[C:7]([C:9]([O:11][CH3:15])=[O:10])[O:8][C:4]=2[CH:3]=1, predict the reactants needed to synthesize it. The reactants are: [CH3:1][C:2]1[CH:13]=[CH:12][C:5]2[CH:6]=[C:7]([C:9]([OH:11])=[O:10])[O:8][C:4]=2[CH:3]=1.[Si](C=[N+]=[N-])(C)(C)[CH3:15]. (9) Given the product [C:9]1([C@H:7]([NH:6][CH2:5][C:4]2[CH:3]=[C:2]([C:24]#[C:23][CH2:22][OH:25])[CH:21]=[CH:20][CH:19]=2)[CH3:8])[C:18]2[C:13](=[CH:14][CH:15]=[CH:16][CH:17]=2)[CH:12]=[CH:11][CH:10]=1, predict the reactants needed to synthesize it. The reactants are: I[C:2]1[CH:3]=[C:4]([CH:19]=[CH:20][CH:21]=1)[CH2:5][NH:6][C@@H:7]([C:9]1[C:18]2[C:13](=[CH:14][CH:15]=[CH:16][CH:17]=2)[CH:12]=[CH:11][CH:10]=1)[CH3:8].[CH2:22]([OH:25])[C:23]#[CH:24]. (10) Given the product [ClH:33].[NH2:16][C@H:15]([C:24](=[O:26])[N:34]1[CH2:38][CH2:37][CH2:36][CH2:35]1)[CH2:14][CH2:13][CH2:12][NH:11][S:30]([CH2:27][CH2:28][CH3:29])(=[O:32])=[O:31], predict the reactants needed to synthesize it. The reactants are: C(OC([NH:11][CH2:12][CH2:13][CH2:14][C@@H:15]([C:24]([OH:26])=O)[NH:16]C(OC(C)(C)C)=O)=O)C1C=CC=CC=1.[CH2:27]([S:30]([Cl:33])(=[O:32])=[O:31])[CH2:28][CH3:29].[NH:34]1[CH2:38][CH2:37][CH2:36][CH2:35]1.